Dataset: Reaction yield outcomes from USPTO patents with 853,638 reactions. Task: Predict the reaction yield, written as a fraction of the theoretical maximum amount of product (1.0 means a 100% yield; for example, 0.34 means a 34% yield). (1) The catalyst is C(O)C. The yield is 0.500. The product is [F:25][C:2]([F:1])([F:24])[C:3]1[C:11]2[CH2:10][CH2:9][CH2:8][CH2:7][C:6]=2[N:5]([C:12]2[CH:17]=[CH:16][C:15]([CH2:18][C:19]([OH:21])=[O:20])=[CH:14][CH:13]=2)[N:4]=1. The reactants are [F:1][C:2]([F:25])([F:24])[C:3]1[C:11]2[CH2:10][CH2:9][CH2:8][CH2:7][C:6]=2[N:5]([C:12]2[CH:17]=[CH:16][C:15]([CH2:18][C:19]([O:21]CC)=[O:20])=[CH:14][CH:13]=2)[N:4]=1.[OH-].[Na+].O. (2) The reactants are [C:1]([O:4][C@@H:5]([CH3:40])[C@H:6]([O:32][CH2:33][C:34]1[CH:39]=[CH:38][CH:37]=[CH:36][CH:35]=1)[C@@H:7]([O:24][CH2:25][C:26]1[CH:31]=[CH:30][CH:29]=[CH:28][CH:27]=1)[CH2:8][CH2:9]/[CH:10]=[C:11](\[NH:16][C:17]([O:19][C:20]([CH3:23])([CH3:22])[CH3:21])=[O:18])/[C:12]([O:14][CH3:15])=[O:13])(=[O:3])[CH3:2].N#N. The catalyst is CO.CC[C@H]1CC[C@H](CC)P1C1C(P2[C@@H](CC)CC[C@@H]2CC)=CC=CC=1.C1CC=CCCC=C1.C(F)(F)(F)S([O-])(=O)=O.[Rh]. The product is [CH3:15][O:14][C:12](=[O:13])[C@@H:11]([NH:16][C:17]([O:19][C:20]([CH3:23])([CH3:22])[CH3:21])=[O:18])[CH2:10][CH2:9][CH2:8][C@H:7]([O:24][CH2:25][C:26]1[CH:31]=[CH:30][CH:29]=[CH:28][CH:27]=1)[C@@H:6]([O:32][CH2:33][C:34]1[CH:35]=[CH:36][CH:37]=[CH:38][CH:39]=1)[C@@H:5]([O:4][C:1](=[O:3])[CH3:2])[CH3:40]. The yield is 0.910. (3) The reactants are [Li+].C[Si]([N-][Si](C)(C)C)(C)C.[CH:11]1[C:20]2[C:15](=[CH:16][CH:17]=[CH:18][CH:19]=2)[CH:14]=[CH:13][CH:12]=1.[CH3:21][NH:22][CH3:23].[CH2:24]1C[O:27][CH2:26][CH2:25]1. The catalyst is CC(OC1C=CC=C(OC(C)C)C=1C1C(P(C2CCCCC2)C2CCCCC2)=CC=CC=1)C.CC(OC)(C)C.C1C=[C-]C(CCN)=CC=1.Cl[Pd+]. The product is [CH3:21][N:22]([CH3:23])[C:16]1[CH:17]=[CH:18][CH:19]=[C:20]2[C:15]=1[CH:14]=[C:13]1[CH2:24][CH2:25][C:26](=[O:27])[C:12]1=[CH:11]2. The yield is 0.500. (4) The reactants are Br[C:2]1[CH:3]=[C:4]([CH:16]=[O:17])[C:5]([N:8]2[CH2:13][C@@H:12]([CH3:14])[O:11][C@@H:10]([CH3:15])[CH2:9]2)=[N:6][CH:7]=1.C(=O)([O-])[O-].[Na+].[Na+].C[C:25]([N:27](C)C)=O. The catalyst is [C-]#N.[C-]#N.[C-]#N.[C-]#N.[C-]#N.[C-]#N.[K+].[K+].[K+].[K+].[Fe+2].CC([O-])=O.CC([O-])=O.[Pd+2]. The product is [C:25]([C:2]1[CH:7]=[N:6][C:5]([N:8]2[CH2:13][C@H:12]([CH3:14])[O:11][C@H:10]([CH3:15])[CH2:9]2)=[C:4]([CH:3]=1)[CH:16]=[O:17])#[N:27]. The yield is 0.450. (5) The reactants are [N:1]1([C:7]2[CH:8]=[CH:9][C:10]3[O:14][C:13](B(O)O)=[CH:12][C:11]=3[CH:18]=2)[CH2:6][CH2:5][CH2:4][CH2:3][CH2:2]1.Br[C:20]1[CH:27]=[CH:26][C:23]([CH:24]=[O:25])=[CH:22][CH:21]=1.C(N(CC)CC)C. The catalyst is C(O)C.Cl[Pd](Cl)([P](C1C=CC=CC=1)(C1C=CC=CC=1)C1C=CC=CC=1)[P](C1C=CC=CC=1)(C1C=CC=CC=1)C1C=CC=CC=1. The product is [N:1]1([C:7]2[CH:8]=[CH:9][C:10]3[O:14][C:13]([C:20]4[CH:27]=[CH:26][C:23]([CH:24]=[O:25])=[CH:22][CH:21]=4)=[CH:12][C:11]=3[CH:18]=2)[CH2:6][CH2:5][CH2:4][CH2:3][CH2:2]1. The yield is 0.280. (6) The reactants are [CH3:1][O:2][C:3](=[O:41])[C:4]1[CH:9]=[C:8]([N:10]2[CH:14]=[C:13]([C:15]3[CH:20]=[CH:19][C:18]([Cl:21])=[CH:17][C:16]=3[Cl:22])[N:12]=[C:11]2[CH2:23][C:24]2[CH:29]=[CH:28][C:27]([C:30]3[CH:35]=[CH:34][C:33]([OH:36])=[CH:32][CH:31]=3)=[CH:26][CH:25]=2)[CH:7]=[CH:6][C:5]=1[C:37]([F:40])([F:39])[F:38].[C:42]([C:46]1[CH:51]=[CH:50][C:49](B(O)O)=[CH:48][CH:47]=1)([CH3:45])([CH3:44])[CH3:43]. No catalyst specified. The product is [CH3:1][O:2][C:3](=[O:41])[C:4]1[CH:9]=[C:8]([N:10]2[CH:14]=[C:13]([C:15]3[CH:20]=[CH:19][C:18]([Cl:21])=[CH:17][C:16]=3[Cl:22])[N:12]=[C:11]2[CH2:23][C:24]2[CH:25]=[CH:26][C:27]([C:30]3[CH:35]=[CH:34][C:33]([O:36][C:49]4[CH:50]=[CH:51][C:46]([C:42]([CH3:45])([CH3:44])[CH3:43])=[CH:47][CH:48]=4)=[CH:32][CH:31]=3)=[CH:28][CH:29]=2)[CH:7]=[CH:6][C:5]=1[C:37]([F:38])([F:39])[F:40]. The yield is 0.640. (7) The reactants are [NH2:1][CH2:2][CH2:3][C:4]#[N:5].Br[CH2:7][CH2:8][CH2:9][CH2:10][CH:11]=[CH2:12].[I-].[Na+].C(=O)([O-])[O-].[K+].[K+]. The catalyst is C(OCC)C.CN(C)C=O. The product is [CH2:7]([N:5]([CH2:12][CH2:11][CH2:10][CH2:9][CH:8]=[CH2:7])[CH2:4][CH2:3][C:2]#[N:1])[CH2:8][CH2:9][CH2:10][CH:11]=[CH2:12]. The yield is 0.660. (8) The reactants are [Cl:1][C:2]1[CH:3]=[CH:4][C:5]([CH3:24])=[C:6]([NH:8][C:9]2[O:10][C:11]3[C:17]([F:18])=[C:16]([CH2:19][C:20]([O:22]C)=[O:21])[CH:15]=[CH:14][C:12]=3[N:13]=2)[CH:7]=1.[OH-].[Na+]. The catalyst is C1COCC1.CO. The product is [Cl:1][C:2]1[CH:3]=[CH:4][C:5]([CH3:24])=[C:6]([NH:8][C:9]2[O:10][C:11]3[C:17]([F:18])=[C:16]([CH2:19][C:20]([OH:22])=[O:21])[CH:15]=[CH:14][C:12]=3[N:13]=2)[CH:7]=1. The yield is 0.870. (9) The reactants are [CH2:1]([O:3][C:4](=[O:31])[C:5]([O:8][C:9]1[CH:14]=[CH:13][C:12]([O:15][CH2:16][CH2:17][C:18]2[N:19]=[C:20]([C:24]3[CH:29]=[CH:28][C:27]([OH:30])=[CH:26][CH:25]=3)[O:21][C:22]=2[CH3:23])=[CH:11][CH:10]=1)([CH3:7])[CH3:6])[CH3:2].[CH:32]1(O)[CH2:37][CH2:36][CH2:35][CH2:34][CH2:33]1.C1(P(C2C=CC=CC=2)C2C=CC=CC=2)C=CC=CC=1.N(C(OC(C)C)=O)=NC(OC(C)C)=O. The catalyst is C1COCC1. The product is [CH2:1]([O:3][C:4](=[O:31])[C:5]([O:8][C:9]1[CH:10]=[CH:11][C:12]([O:15][CH2:16][CH2:17][C:18]2[N:19]=[C:20]([C:24]3[CH:29]=[CH:28][C:27]([O:30][CH:32]4[CH2:37][CH2:36][CH2:35][CH2:34][CH2:33]4)=[CH:26][CH:25]=3)[O:21][C:22]=2[CH3:23])=[CH:13][CH:14]=1)([CH3:7])[CH3:6])[CH3:2]. The yield is 0.470. (10) The reactants are [Cl:1][C:2]1[C:3]([CH3:18])=[C:4]([NH:10][C@H:11]([C@@H:15]([OH:17])[CH3:16])[C:12]([OH:14])=[O:13])[CH:5]=[CH:6][C:7]=1[C:8]#[N:9].[N+](C1C=CC(C(NN)=O)=CC=1)([O-])=O.O.ON1C2C=CC=CC=2N=N1.Cl.CN(C)CCCN=C=NCC.C(N(CC)CC)C. The catalyst is C1COCC1. The product is [Cl:1][C:2]1[C:3]([CH3:18])=[C:4]([NH:10][C@H:11]([C@H:15]([OH:17])[CH3:16])[C:12]([OH:14])=[O:13])[CH:5]=[CH:6][C:7]=1[C:8]#[N:9]. The yield is 0.800.